From a dataset of Catalyst prediction with 721,799 reactions and 888 catalyst types from USPTO. Predict which catalyst facilitates the given reaction. (1) Reactant: I([O-])(=O)(=O)=O.[Na+].[C:7]([NH:10][CH2:11][C@@H:12]1[O:16][C:15](=[O:17])[N:14]([C:18]2[CH:23]=[CH:22][C:21]([S:24][CH2:25][CH2:26][OH:27])=[C:20]([F:28])[CH:19]=2)[CH2:13]1)(=[O:9])[CH3:8].C[OH:30]. Product: [C:7]([NH:10][CH2:11][C@@H:12]1[O:16][C:15](=[O:17])[N:14]([C:18]2[CH:23]=[CH:22][C:21]([S:24]([CH2:25][CH2:26][OH:27])=[O:30])=[C:20]([F:28])[CH:19]=2)[CH2:13]1)(=[O:9])[CH3:8]. The catalyst class is: 6. (2) Reactant: [CH3:1][C:2]1[N:7]([C:8]2[CH:13]=[C:12]([C:14]([F:17])([F:16])[F:15])[CH:11]=[CH:10][CH:9]=2)[C:6](=[O:18])[C:5]([C:19]([OH:21])=O)=[CH:4][C:3]=1[C:22]1[N:23]([CH3:27])[N:24]=[CH:25][CH:26]=1.CN(C(O[N:36]1N=[N:43][C:38]2C=CC=C[C:37]1=2)=[N+](C)C)C.F[P-](F)(F)(F)(F)F.CC(N(C)C)=O.Cl.NCC#N. Product: [C:37]([CH2:38][NH:43][C:19]([C:5]1[C:6](=[O:18])[N:7]([C:8]2[CH:9]=[CH:10][CH:11]=[C:12]([C:14]([F:17])([F:15])[F:16])[CH:13]=2)[C:2]([CH3:1])=[C:3]([C:22]2[N:23]([CH3:27])[N:24]=[CH:25][CH:26]=2)[CH:4]=1)=[O:21])#[N:36]. The catalyst class is: 12. (3) Reactant: [NH:1]1[CH2:5][CH2:4][CH:3]([C:6]([O:8][CH2:9]C)=[O:7])[CH2:2]1.[O:11]([C:18]1[CH:19]=[C:20]([CH:23]=[CH:24][CH:25]=1)[CH:21]=O)[C:12]1[CH:17]=[CH:16][CH:15]=[CH:14][CH:13]=1.C(O[BH-](OC(=O)C)OC(=O)C)(=O)C.[Na+]. Product: [O:11]([C:18]1[CH:19]=[C:20]([CH:23]=[CH:24][CH:25]=1)[CH2:21][N:1]1[CH2:5][CH2:4][CH:3]([C:6]([O:8][CH3:9])=[O:7])[CH2:2]1)[C:12]1[CH:13]=[CH:14][CH:15]=[CH:16][CH:17]=1. The catalyst class is: 68. (4) Reactant: COC1C=C(C2C(O)(C)OC(=O)C=2C2C(F)=CC(F)=CC=2F)C=C(OC)C=1.[F:28][C:29]1[CH:34]=[CH:33][CH:32]=[C:31]([F:35])[C:30]=1[C:36]1[C:40](O)([CH3:41])[O:39][C:38](=O)[C:37]=1[C:44]1[CH:49]=[C:48]([O:50][CH3:51])[CH:47]=[C:46]([O:52][CH3:53])[CH:45]=1.O.[NH2:55][NH2:56]. Product: [F:28][C:29]1[CH:34]=[CH:33][CH:32]=[C:31]([F:35])[C:30]=1[CH:36]1[C:40]([CH3:41])=[N:56][NH:55][C:38](=[O:39])[CH:37]1[C:44]1[CH:49]=[C:48]([O:50][CH3:51])[CH:47]=[C:46]([O:52][CH3:53])[CH:45]=1. The catalyst class is: 51.